The task is: Regression. Given two drug SMILES strings and cell line genomic features, predict the synergy score measuring deviation from expected non-interaction effect.. This data is from NCI-60 drug combinations with 297,098 pairs across 59 cell lines. (1) Drug 1: CCCS(=O)(=O)NC1=C(C(=C(C=C1)F)C(=O)C2=CNC3=C2C=C(C=N3)C4=CC=C(C=C4)Cl)F. Drug 2: CCCCCOC(=O)NC1=NC(=O)N(C=C1F)C2C(C(C(O2)C)O)O. Cell line: OVCAR-8. Synergy scores: CSS=-1.01, Synergy_ZIP=1.19, Synergy_Bliss=-0.827, Synergy_Loewe=-3.22, Synergy_HSA=-3.07. (2) Drug 1: CC(C)(C#N)C1=CC(=CC(=C1)CN2C=NC=N2)C(C)(C)C#N. Drug 2: C1=NC(=NC(=O)N1C2C(C(C(O2)CO)O)O)N. Cell line: LOX IMVI. Synergy scores: CSS=5.89, Synergy_ZIP=-10.4, Synergy_Bliss=-19.2, Synergy_Loewe=-20.6, Synergy_HSA=-20.6.